This data is from Catalyst prediction with 721,799 reactions and 888 catalyst types from USPTO. The task is: Predict which catalyst facilitates the given reaction. (1) Reactant: [N+:1]([O-:4])(O)=[O:2].[OH:5][CH:6]([O:24][C:25]1[CH:30]=[CH:29][CH:28]=[C:27]([O:31][CH2:32][CH2:33][CH2:34][CH2:35][CH2:36][CH2:37][CH2:38][CH2:39][CH2:40][CH2:41][CH2:42][CH2:43][CH2:44][CH2:45][CH2:46][CH2:47][CH2:48][CH3:49])[C:26]=1[O:50][CH2:51][CH2:52][CH2:53][CH2:54][CH2:55][CH2:56][CH2:57][CH2:58][CH2:59][CH2:60][CH2:61][CH2:62][CH2:63][CH2:64][CH2:65][CH2:66][CH2:67][CH3:68])[CH2:7][CH2:8][CH2:9][CH2:10][CH2:11][CH2:12][CH2:13][CH2:14][CH2:15][CH2:16][CH2:17][CH2:18][CH2:19][CH2:20][CH2:21][CH2:22][CH3:23]. Product: [OH:5][CH:6]([O:24][C:25]1[CH:30]=[C:29]([N+:1]([O-:4])=[O:2])[CH:28]=[C:27]([O:31][CH2:32][CH2:33][CH2:34][CH2:35][CH2:36][CH2:37][CH2:38][CH2:39][CH2:40][CH2:41][CH2:42][CH2:43][CH2:44][CH2:45][CH2:46][CH2:47][CH2:48][CH3:49])[C:26]=1[O:50][CH2:51][CH2:52][CH2:53][CH2:54][CH2:55][CH2:56][CH2:57][CH2:58][CH2:59][CH2:60][CH2:61][CH2:62][CH2:63][CH2:64][CH2:65][CH2:66][CH2:67][CH3:68])[CH2:7][CH2:8][CH2:9][CH2:10][CH2:11][CH2:12][CH2:13][CH2:14][CH2:15][CH2:16][CH2:17][CH2:18][CH2:19][CH2:20][CH2:21][CH2:22][CH3:23]. The catalyst class is: 4. (2) Reactant: [CH:1]([C:3]1[CH:4]=[C:5]([C:9]2[CH:14]=[CH:13][CH:12]=[C:11]([CH2:15][NH:16][S:17]([C:20]3[CH:25]=[CH:24][C:23]([O:26][CH3:27])=[CH:22][CH:21]=3)(=[O:19])=[O:18])[CH:10]=2)[CH:6]=[CH:7][CH:8]=1)=O.[O-]S([O-])(=O)=O.[Na+].[Na+].[N:35]1(C(OC(C)(C)C)=O)[CH2:40][CH2:39][NH:38][CH2:37][CH2:36]1.[BH-](OC(C)=O)(OC(C)=O)OC(C)=O.[Na+]. Product: [CH3:27][O:26][C:23]1[CH:22]=[CH:21][C:20]([S:17]([NH:16][CH2:15][C:11]2[CH:10]=[C:9]([C:5]3[CH:6]=[CH:7][CH:8]=[C:3]([CH2:1][N:35]4[CH2:40][CH2:39][NH:38][CH2:37][CH2:36]4)[CH:4]=3)[CH:14]=[CH:13][CH:12]=2)(=[O:18])=[O:19])=[CH:25][CH:24]=1. The catalyst class is: 26. (3) Reactant: [N:1]1[CH:6]=[CH:5][N:4]=[CH:3][C:2]=1[CH2:7][OH:8].[H-].[Na+].[Cl:11][C:12]1[CH:13]=[C:14]([N+:19]([O-:21])=[O:20])[CH:15]=[CH:16][C:17]=1F.[Cl-].[NH4+]. Product: [Cl:11][C:12]1[CH:13]=[C:14]([N+:19]([O-:21])=[O:20])[CH:15]=[CH:16][C:17]=1[O:8][CH2:7][C:2]1[CH:3]=[N:4][CH:5]=[CH:6][N:1]=1. The catalyst class is: 44. (4) Reactant: [CH3:1][C:2]1[C:7]([CH3:8])=[C:6]([OH:9])[C:5]([CH3:10])=[CH:4][C:3]=1[OH:11].[CH3:12][C:13]([CH3:18])=[CH:14][C:15](Cl)=[O:16]. Product: [CH3:12][C:13]([CH3:18])=[CH:14][C:15]([O:11][C:3]1[CH:4]=[C:5]([CH3:10])[C:6]([O:9][C:6](=[O:9])[CH:7]=[C:2]([CH3:3])[CH3:1])=[C:7]([CH3:8])[C:2]=1[CH3:1])=[O:16]. The catalyst class is: 11. (5) Reactant: [NH2:1][CH:2]([CH2:5][OH:6])[CH2:3][OH:4].[CH2:7]([N:14]1[CH2:19][CH2:18][C:17](=O)[CH2:16][CH2:15]1)[C:8]1[CH:13]=[CH:12][CH:11]=[CH:10][CH:9]=1.C(O[BH-](OC(=O)C)OC(=O)C)(=O)C.[Na+].Cl.[OH-].[Na+]. Product: [CH2:7]([N:14]1[CH2:19][CH2:18][CH:17]([NH:1][CH:2]([CH2:5][OH:6])[CH2:3][OH:4])[CH2:16][CH2:15]1)[C:8]1[CH:13]=[CH:12][CH:11]=[CH:10][CH:9]=1. The catalyst class is: 34.